Dataset: Forward reaction prediction with 1.9M reactions from USPTO patents (1976-2016). Task: Predict the product of the given reaction. Given the reactants [Cl:1][C:2]1[CH:7]=[C:6]([S:8]([CH3:11])(=[O:10])=[O:9])[CH:5]=[CH:4][C:3]=1[C:12]1[CH:17]=[CH:16][C:15]([C@H:18]([NH:23][C@H:24]([C:30]([O:32]CC)=[O:31])[CH2:25][C:26]([F:29])([CH3:28])[CH3:27])[C:19]([F:22])([F:21])[F:20])=[CH:14][CH:13]=1.O1CCCC1.O.[OH-].[Li+], predict the reaction product. The product is: [Cl:1][C:2]1[CH:7]=[C:6]([S:8]([CH3:11])(=[O:10])=[O:9])[CH:5]=[CH:4][C:3]=1[C:12]1[CH:17]=[CH:16][C:15]([C@H:18]([NH:23][C@H:24]([C:30]([OH:32])=[O:31])[CH2:25][C:26]([F:29])([CH3:28])[CH3:27])[C:19]([F:21])([F:22])[F:20])=[CH:14][CH:13]=1.